This data is from Forward reaction prediction with 1.9M reactions from USPTO patents (1976-2016). The task is: Predict the product of the given reaction. (1) Given the reactants C(OC([N:8]1[CH2:13][CH2:12][CH:11]([C:14]2[S:15][CH:16]=[C:17]([CH2:19][O:20][C:21]3[CH:26]=[CH:25][C:24]([S:27]([CH3:30])(=[O:29])=[O:28])=[CH:23][CH:22]=3)[N:18]=2)[CH2:10][CH2:9]1)=O)(C)(C)C.[ClH:31], predict the reaction product. The product is: [CH3:30][S:27]([C:24]1[CH:23]=[CH:22][C:21]([O:20][CH2:19][C:17]2[N:18]=[C:14]([CH:11]3[CH2:12][CH2:13][NH:8][CH2:9][CH2:10]3)[S:15][CH:16]=2)=[CH:26][CH:25]=1)(=[O:28])=[O:29].[ClH:31]. (2) Given the reactants [O:1]1[C:5]2=[CH:6][N:7]=[C:8]([CH2:10][OH:11])[CH:9]=[C:4]2[CH:3]=[CH:2]1, predict the reaction product. The product is: [O:1]1[C:5]2=[CH:6][N:7]=[C:8]([CH2:10][OH:11])[CH:9]=[C:4]2[CH2:3][CH2:2]1. (3) Given the reactants [Br:1][C:2]1[CH:7]=[C:6]([CH:8]([CH3:10])[CH3:9])[CH:5]=[CH:4][C:3]=1[NH:11][C:12]1[N:13]=[C:14]([CH3:25])[C:15]2[CH2:20][CH2:19][N:18]([CH2:21][CH2:22][O:23][CH3:24])[C:16]=2[N:17]=1.I[CH2:27][CH3:28].[H-].[Na+].[OH-].[Na+], predict the reaction product. The product is: [Br:1][C:2]1[CH:7]=[C:6]([CH:8]([CH3:10])[CH3:9])[CH:5]=[CH:4][C:3]=1[N:11]([CH2:27][CH3:28])[C:12]1[N:13]=[C:14]([CH3:25])[C:15]2[CH2:20][CH2:19][N:18]([CH2:21][CH2:22][O:23][CH3:24])[C:16]=2[N:17]=1. (4) Given the reactants [Br:1][C:2]1[CH:11]=[CH:10][C:5]([C:6]([O:8][CH3:9])=[O:7])=[CH:4][C:3]=1[OH:12].C([O-])([O-])=O.[K+].[K+].Br[CH2:20][CH2:21][OH:22], predict the reaction product. The product is: [Br:1][C:2]1[CH:11]=[CH:10][C:5]([C:6]([O:8][CH3:9])=[O:7])=[CH:4][C:3]=1[O:12][CH2:20][CH2:21][OH:22]. (5) Given the reactants N#N.C([Si](C)(C)[O:8][CH:9]([C:11]1[O:12][C:13]([CH2:16][N:17]2[N:21]=[C:20]([NH:22][C:23]([C:25]3[N:26]=[CH:27][O:28][C:29]=3[C:30]3[CH:35]=[CH:34][CH:33]=[CH:32][CH:31]=3)=[O:24])[CH:19]=[N:18]2)=[CH:14][N:15]=1)[CH3:10])(C)(C)C.CCCC[N+](CCCC)(CCCC)CCCC.[F-], predict the reaction product. The product is: [OH:8][CH:9]([C:11]1[O:12][C:13]([CH2:16][N:17]2[N:21]=[C:20]([NH:22][C:23]([C:25]3[N:26]=[CH:27][O:28][C:29]=3[C:30]3[CH:35]=[CH:34][CH:33]=[CH:32][CH:31]=3)=[O:24])[CH:19]=[N:18]2)=[CH:14][N:15]=1)[CH3:10]. (6) Given the reactants C([O-])(=O)C.C([O-])(=O)C.C([O-])(=O)C.[Cl:13][C:14]1[CH:15]=[C:16]([Pb+3])[CH:17]=[CH:18][C:19]=1[Cl:20].[OH:22][C:23]1[C:32]2[C:27](=[N:28][CH:29]=[CH:30][N:31]=2)[NH:26][C:25](=[O:33])[CH:24]=1, predict the reaction product. The product is: [Cl:13][C:14]1[CH:15]=[C:16]([C:24]2[C:25](=[O:33])[NH:26][C:27]3=[N:28][CH:29]=[CH:30][N:31]=[C:32]3[C:23]=2[OH:22])[CH:17]=[CH:18][C:19]=1[Cl:20].